Dataset: Reaction yield outcomes from USPTO patents with 853,638 reactions. Task: Predict the reaction yield, written as a fraction of the theoretical maximum amount of product (1.0 means a 100% yield; for example, 0.34 means a 34% yield). (1) The reactants are [OH:1][CH2:2][CH2:3][CH2:4][CH2:5][NH:6][C:7]1[CH:14]=[CH:13][C:10]([C:11]#[N:12])=[CH:9][C:8]=1[N+:15]([O-:17])=[O:16].[C:18](Cl)(=[O:23])[C:19]([CH3:22])([CH3:21])[CH3:20]. The product is [C:11]([C:10]1[CH:13]=[CH:14][C:7]([NH:6][CH2:5][CH2:4][CH2:3][CH2:2][O:1][C:18](=[O:23])[C:19]([CH3:22])([CH3:21])[CH3:20])=[C:8]([N+:15]([O-:17])=[O:16])[CH:9]=1)#[N:12]. The catalyst is N1C=CC=CC=1. The yield is 0.980. (2) The reactants are Cl[C:2]1[N:7]=[C:6]([O:8][C:9]2[CH:14]=[CH:13][C:12]([N+:15]([O-:17])=[O:16])=[CH:11][C:10]=2[F:18])[CH:5]=[CH:4][N:3]=1.[CH3:19][O:20][C:21]1[CH:28]=[CH:27][C:24]([CH2:25][NH2:26])=[CH:23][CH:22]=1.C([O-])([O-])=O.[K+].[K+].CN(C=O)C. The catalyst is O.C(Cl)Cl. The product is [CH3:19][O:20][C:21]1[CH:28]=[CH:27][C:24]([CH2:25][NH:26][C:2]2[N:7]=[C:6]([O:8][C:9]3[CH:14]=[CH:13][C:12]([N+:15]([O-:17])=[O:16])=[CH:11][C:10]=3[F:18])[CH:5]=[CH:4][N:3]=2)=[CH:23][CH:22]=1. The yield is 0.290. (3) The reactants are [NH2:1][C:2]1[CH:3]=[C:4]2[C:9](=[O:10])[N:8]([CH3:11])[C:6](=[O:7])[C:5]2=[CH:12][CH:13]=1.[Br:14][CH2:15][CH2:16]Br.C(=O)(O)[O-].[Na+].O. The catalyst is CN(C=O)C. The product is [Br:14][CH2:15][CH2:16][NH:1][C:2]1[CH:3]=[C:4]2[C:9](=[O:10])[N:8]([CH3:11])[C:6](=[O:7])[C:5]2=[CH:12][CH:13]=1. The yield is 0.130.